Dataset: Catalyst prediction with 721,799 reactions and 888 catalyst types from USPTO. Task: Predict which catalyst facilitates the given reaction. (1) Reactant: N1[CH:6]=[CH:5][CH:4]=[CH:3][CH:2]=1.Cl.CN(C)[CH2:10][CH2:11][CH2:12]N=C=NCC.[CH:19]([CH:22]1[CH2:30][C:29]2[C:24](=[CH:25][CH:26]=[CH:27][CH:28]=2)[NH:23]1)([CH3:21])[CH3:20].[OH2:31].C([O:35][CH2:36][CH3:37])(=O)C. Product: [CH2:36]([O:35][C@H:11]([CH3:10])[C:12]([N:23]1[C:24]2[C:29](=[CH:28][CH:27]=[CH:26][CH:25]=2)[CH2:30][CH:22]1[CH:19]([CH3:21])[CH3:20])=[O:31])[C:37]1[CH:6]=[CH:5][CH:4]=[CH:3][CH:2]=1. The catalyst class is: 9. (2) Reactant: [CH3:1][C:2]1[O:3][C:4]([CH3:10])=[C:5]([C:7]([OH:9])=O)[N:6]=1.O1CCCC1.S(Cl)(Cl)=O.[NH2:20][C:21]1[CH:22]=[C:23]([CH:40]=[CH:41][C:42]=1[CH3:43])[O:24][C:25]1[CH:26]=[CH:27][C:28]2[N:29]([N:31]=[C:32]([NH:34][C:35]([CH:37]3[CH2:39][CH2:38]3)=[O:36])[N:33]=2)[CH:30]=1. Product: [CH:37]1([C:35]([NH:34][C:32]2[N:33]=[C:28]3[CH:27]=[CH:26][C:25]([O:24][C:23]4[CH:40]=[CH:41][C:42]([CH3:43])=[C:21]([NH:20][C:7]([C:5]5[N:6]=[C:2]([CH3:1])[O:3][C:4]=5[CH3:10])=[O:9])[CH:22]=4)=[CH:30][N:29]3[N:31]=2)=[O:36])[CH2:38][CH2:39]1. The catalyst class is: 402. (3) Reactant: [C:1]1([NH:7][C:8]2[N:13]=[C:12]([C:14](=[O:16])[CH3:15])[CH:11]=[CH:10][N:9]=2)[CH:6]=[CH:5][CH:4]=[CH:3][CH:2]=1.C1C(=O)N(Br)C(=O)C1.[ClH:25]. Product: [C:1]1([NH:7][C:8]2[N:13]=[C:12]([C:14](=[O:16])[CH2:15][Cl:25])[CH:11]=[CH:10][N:9]=2)[CH:2]=[CH:3][CH:4]=[CH:5][CH:6]=1. The catalyst class is: 489. (4) Reactant: [F:1][C:2]1[CH:7]=[CH:6][C:5]([N:8]2[C:16]3[CH:15]=[C:14]4[CH2:17][CH2:18][C@H:19]5[C:24]([C@@:13]4([CH3:32])[CH2:12][C:11]=3[CH:10]=[N:9]2)=[CH:23][CH2:22][C@@H:21]([C:25]([F:28])([F:27])[F:26])[C@@H:20]5[C:29]([OH:31])=O)=[CH:4][CH:3]=1.F[P-](F)(F)(F)(F)F.N1(OC(N(C)C)=[N+](C)C)C2N=CC=CC=2N=N1.C(N(CC)C(C)C)(C)C.[CH3:66][O:67][C:68]1[CH:73]=[CH:72][C:71]([NH2:74])=[CH:70][CH:69]=1. Product: [F:1][C:2]1[CH:3]=[CH:4][C:5]([N:8]2[C:16]3[CH:15]=[C:14]4[CH2:17][CH2:18][C@H:19]5[C:24]([C@@:13]4([CH3:32])[CH2:12][C:11]=3[CH:10]=[N:9]2)=[CH:23][CH2:22][C@@H:21]([C:25]([F:28])([F:26])[F:27])[C@@H:20]5[C:29]([NH:74][C:71]2[CH:72]=[CH:73][C:68]([O:67][CH3:66])=[CH:69][CH:70]=2)=[O:31])=[CH:6][CH:7]=1. The catalyst class is: 34. (5) Reactant: [F:1][C:2]1[CH:3]=[C:4]([C:9]2([O:14][CH3:15])[CH2:13][CH2:12][NH:11][CH2:10]2)[CH:5]=[C:6]([F:8])[CH:7]=1.[CH2:16](N(CC)CC)[CH3:17].ICC. Product: [F:1][C:2]1[CH:3]=[C:4]([C:9]2([O:14][CH3:15])[CH2:13][CH2:12][N:11]([CH2:16][CH3:17])[CH2:10]2)[CH:5]=[C:6]([F:8])[CH:7]=1. The catalyst class is: 7. (6) Reactant: [CH:1]#[C:2][C:3]1[CH:4]=[CH:5][CH:6]=[C:7]([NH:9][C:10]2[N:19]=[CH:18][N:17]=[C:16]3[C:11]=2[CH:12]=[C:13]2[O:29][CH2:28][CH2:27][O:26][CH2:25][CH2:24][O:23][CH2:22][CH2:21][O:20][C:14]2=[CH:15]3)[CH:8]=1.[ClH:30]. Product: [CH:1]#[C:2][C:3]1[CH:4]=[CH:5][CH:6]=[C:7]([NH:9][C:10]2[C:11]3[C:16](=[CH:15][C:14]4[O:20][CH2:21][CH2:22][O:23][CH2:24][CH2:25][O:26][CH2:27][CH2:28][O:29][C:13]=4[CH:12]=3)[N:17]=[CH:18][N:19]=2)[CH:8]=1.[ClH:30]. The catalyst class is: 32. (7) Reactant: Br[CH2:2][CH2:3][N:4]1[C:8]([CH2:9]Br)=[CH:7][C:6]([N+:11]([O-:13])=[O:12])=[N:5]1.[CH3:14][NH2:15]. Product: [CH3:14][N:15]1[CH2:2][CH2:3][N:4]2[N:5]=[C:6]([N+:11]([O-:13])=[O:12])[CH:7]=[C:8]2[CH2:9]1. The catalyst class is: 1. (8) Reactant: N(C(N1CCCCC1)=O)=NC(N1CCCCC1)=O.[CH3:19][O:20][CH2:21][CH2:22]O.C(P(CCCC)CCCC)CCC.[C:37]([O:41][C:42]([N:44]1[CH2:49][C:48](=[O:50])[N:47]([C:51]2[CH:56]=[CH:55][CH:54]=[CH:53][C:52]=2[OH:57])[CH2:46][C:45]1([CH3:59])[CH3:58])=[O:43])([CH3:40])([CH3:39])[CH3:38]. Product: [C:37]([O:41][C:42]([N:44]1[CH2:49][C:48](=[O:50])[N:47]([C:51]2[CH:56]=[CH:55][CH:54]=[CH:53][C:52]=2[O:57][CH2:22][CH2:21][O:20][CH3:19])[CH2:46][C:45]1([CH3:59])[CH3:58])=[O:43])([CH3:40])([CH3:38])[CH3:39]. The catalyst class is: 93. (9) Reactant: [Cl:1][C:2]1[CH:3]=[C:4]([CH:8]([CH3:12])[C:9](O)=[O:10])[CH:5]=[CH:6][CH:7]=1.C([NH2:15])C.CS(Cl)(=O)=O. Product: [Cl:1][C:2]1[CH:3]=[C:4]([CH:8]([CH3:12])[C:9]([NH2:15])=[O:10])[CH:5]=[CH:6][CH:7]=1. The catalyst class is: 1. (10) Reactant: C1(COC([NH:11][CH2:12][CH2:13][N:14]2[CH2:19][CH2:18][CH:17]([NH:20][C:21](=[O:27])[O:22][C:23]([CH3:26])([CH3:25])[CH3:24])[CH2:16][CH2:15]2)=O)C=CC=CC=1. The catalyst class is: 29. Product: [NH2:11][CH2:12][CH2:13][N:14]1[CH2:19][CH2:18][CH:17]([NH:20][C:21](=[O:27])[O:22][C:23]([CH3:25])([CH3:24])[CH3:26])[CH2:16][CH2:15]1.